From a dataset of Forward reaction prediction with 1.9M reactions from USPTO patents (1976-2016). Predict the product of the given reaction. (1) Given the reactants C(OP(C#N)(=O)OCC)C.[NH2:11][C:12]1[N:13]=[CH:14][C:15]([C:22]2[CH:27]=[CH:26][C:25]([S:28]([CH:31]3[CH2:36][CH2:35][CH2:34][N:33]([C:37]([O:39][C:40]([CH3:43])([CH3:42])[CH3:41])=[O:38])[CH2:32]3)(=[O:30])=[O:29])=[CH:24][CH:23]=2)=[N:16][C:17]=1[C:18]([NH:20][NH2:21])=[O:19].[C:44]([O:48][C:49]([N:51]1[CH2:56][CH2:55][O:54][CH2:53][CH:52]1[C:57]1[CH:65]=[CH:64][C:60]([C:61](O)=O)=[CH:59][CH:58]=1)=[O:50])([CH3:47])([CH3:46])[CH3:45].CCN(CC)CC, predict the reaction product. The product is: [NH2:11][C:12]1[C:17]([C:18]2[O:19][C:61]([C:60]3[CH:59]=[CH:58][C:57]([CH:52]4[CH2:53][O:54][CH2:55][CH2:56][N:51]4[C:49]([O:48][C:44]([CH3:47])([CH3:46])[CH3:45])=[O:50])=[CH:65][CH:64]=3)=[N:21][N:20]=2)=[N:16][C:15]([C:22]2[CH:27]=[CH:26][C:25]([S:28]([CH:31]3[CH2:36][CH2:35][CH2:34][N:33]([C:37]([O:39][C:40]([CH3:43])([CH3:42])[CH3:41])=[O:38])[CH2:32]3)(=[O:30])=[O:29])=[CH:24][CH:23]=2)=[CH:14][N:13]=1. (2) The product is: [NH2:7][C:8]([CH3:22])([CH3:21])[CH2:9][CH2:10][N:11]1[C:15]2[CH:16]=[CH:17][CH:18]=[CH:19][C:14]=2[O:13][C:12]1=[O:20]. Given the reactants C(OC(=O)[NH:7][C:8]([CH3:22])([CH3:21])[CH2:9][CH2:10][N:11]1[C:15]2[CH:16]=[CH:17][CH:18]=[CH:19][C:14]=2[O:13][C:12]1=[O:20])(C)(C)C.O1C2C=CC=CC=2NC1=O.[H-].[Na+].NCCC(NC(=O)OC(C)(C)C)(C)C.C(=O)([O-])O.[Na+], predict the reaction product. (3) Given the reactants C(OC([NH:8][C@H:9]([C@@H:30]1[O:34]C(=O)[N:32]([C:36]2([C:39]3[CH:44]=[CH:43][CH:42]=[C:41]([C:45]([CH3:48])([CH3:47])[CH3:46])[CH:40]=3)[CH2:38][CH2:37]2)[CH2:31]1)[CH2:10][C:11]1[CH:16]=[CH:15][C:14]([NH:17][C:18]2[CH:23]=[CH:22][CH:21]=[C:20]([CH3:24])[N:19]=2)=[C:13]([CH2:25][CH2:26][CH2:27][CH2:28][CH3:29])[CH:12]=1)=O)(C)(C)C.O([Si](C)(C)C)[K].Cl.O1CCOCC1, predict the reaction product. The product is: [NH2:8][C@@H:9]([CH2:10][C:11]1[CH:16]=[CH:15][C:14]([NH:17][C:18]2[CH:23]=[CH:22][CH:21]=[C:20]([CH3:24])[N:19]=2)=[C:13]([CH2:25][CH2:26][CH2:27][CH2:28][CH3:29])[CH:12]=1)[C@H:30]([OH:34])[CH2:31][NH:32][C:36]1([C:39]2[CH:44]=[CH:43][CH:42]=[C:41]([C:45]([CH3:46])([CH3:48])[CH3:47])[CH:40]=2)[CH2:37][CH2:38]1. (4) Given the reactants C1(P(C2C=CC=CC=2)C2C=CC=CC=2)C=CC=CC=1.[C:20]([Br:24])(Br)(Br)Br.[Cl:25][C:26]1[C:31](CO)=[C:30]([C:34]2[CH:39]=[CH:38][C:37]([F:40])=[CH:36][C:35]=2[Cl:41])[CH:29]=[C:28]([Cl:42])[N:27]=1, predict the reaction product. The product is: [Br:24][CH2:20][C:31]1[C:26]([Cl:25])=[N:27][C:28]([Cl:42])=[CH:29][C:30]=1[C:34]1[CH:39]=[CH:38][C:37]([F:40])=[CH:36][C:35]=1[Cl:41]. (5) The product is: [CH2:1]([O:8][C:9]([NH:11][CH:12]([CH3:21])[C:13](=[O:20])[C:14]([CH2:29][CH3:30])([CH2:32][CH3:33])[C:15]([O:17][CH2:18][CH3:19])=[O:16])=[O:10])[C:2]1[CH:7]=[CH:6][CH:5]=[CH:4][CH:3]=1. Given the reactants [CH2:1]([O:8][C:9]([NH:11][CH:12]([CH3:21])[C:13](=[O:20])[CH2:14][C:15]([O:17][CH2:18][CH3:19])=[O:16])=[O:10])[C:2]1[CH:7]=[CH:6][CH:5]=[CH:4][CH:3]=1.C(=O)([O-])[O-].[K+].[K+].I[CH2:29][CH3:30].O.[CH3:32][C:33](C)=O, predict the reaction product. (6) Given the reactants [F:1][C:2]([F:29])([F:28])[C:3]1[CH:4]=[C:5]([CH:21]=[C:22]([C:24]([F:27])([F:26])[F:25])[CH:23]=1)[CH2:6][N:7]1[C:11]([C:12]2[CH:13]=[N:14][CH:15]=[CH:16][CH:17]=2)=[C:10]([C:18](O)=[O:19])[N:9]=[N:8]1.CCN=C=NCCCN(C)C.[Cl:41][C:42]1[CH:47]=[CH:46][CH:45]=[CH:44][C:43]=1[CH:48]1[CH2:52][CH2:51][CH2:50][NH:49]1, predict the reaction product. The product is: [F:27][C:24]([F:25])([F:26])[C:22]1[CH:21]=[C:5]([CH:4]=[C:3]([C:2]([F:1])([F:29])[F:28])[CH:23]=1)[CH2:6][N:7]1[C:11]([C:12]2[CH:13]=[N:14][CH:15]=[CH:16][CH:17]=2)=[C:10]([C:18]([N:49]2[CH2:50][CH2:51][CH2:52][CH:48]2[C:43]2[CH:44]=[CH:45][CH:46]=[CH:47][C:42]=2[Cl:41])=[O:19])[N:9]=[N:8]1. (7) Given the reactants S(Cl)([Cl:3])=O.[CH3:5][C:6]1[N:7]=[C:8]2[C:17]3[CH2:16][CH:15]([C:18]4[CH:23]=[CH:22][CH:21]=[CH:20][CH:19]=4)[CH2:14][CH2:13][C:12]=3[C:11]([CH2:24]O)=[CH:10][N:9]2[C:26]=1[CH3:27].C(=O)(O)[O-].[Na+].O, predict the reaction product. The product is: [Cl:3][CH2:24][C:11]1[C:12]2[CH2:13][CH2:14][CH:15]([C:18]3[CH:23]=[CH:22][CH:21]=[CH:20][CH:19]=3)[CH2:16][C:17]=2[C:8]2=[N:7][C:6]([CH3:5])=[C:26]([CH3:27])[N:9]2[CH:10]=1.